Dataset: Reaction yield outcomes from USPTO patents with 853,638 reactions. Task: Predict the reaction yield, written as a fraction of the theoretical maximum amount of product (1.0 means a 100% yield; for example, 0.34 means a 34% yield). (1) The reactants are Br[C:2]1[CH:7]=[CH:6][CH:5]=[CH:4][CH:3]=1.Cl[C:9]1[C:14]2[N:15]=[CH:16][S:17][C:13]=2[CH:12]=[CH:11][CH:10]=1. The catalyst is C1COCC1.[Cl-].[Zn+2].[Cl-].[Pd].C1C=CC([P]([Pd]([P](C2C=CC=CC=2)(C2C=CC=CC=2)C2C=CC=CC=2)([P](C2C=CC=CC=2)(C2C=CC=CC=2)C2C=CC=CC=2)[P](C2C=CC=CC=2)(C2C=CC=CC=2)C2C=CC=CC=2)(C2C=CC=CC=2)C2C=CC=CC=2)=CC=1. The product is [C:2]1([C:9]2[C:14]3[N:15]=[CH:16][S:17][C:13]=3[CH:12]=[CH:11][CH:10]=2)[CH:7]=[CH:6][CH:5]=[CH:4][CH:3]=1. The yield is 0.910. (2) The reactants are [CH2:1]1[C:6]2([CH2:11][CH2:10][NH:9][CH2:8][CH2:7]2)[CH2:5][CH2:4][N:3]([C:12]([O:14][C:15]([CH3:18])([CH3:17])[CH3:16])=[O:13])[CH2:2]1.Cl.Br[C:21]1[CH:26]=[CH:25][N:24]=[CH:23][CH:22]=1.CC(C)([O-])C.[Na+].C1(C)C=CC=CC=1. The catalyst is C1C=CC(/C=C/C(/C=C/C2C=CC=CC=2)=O)=CC=1.C1C=CC(/C=C/C(/C=C/C2C=CC=CC=2)=O)=CC=1.C1C=CC(/C=C/C(/C=C/C2C=CC=CC=2)=O)=CC=1.C(Cl)(Cl)Cl.[Pd].[Pd].CCOC(C)=O. The product is [N:24]1[CH:25]=[CH:26][C:21]([N:9]2[CH2:10][CH2:11][C:6]3([CH2:1][CH2:2][N:3]([C:12]([O:14][C:15]([CH3:18])([CH3:17])[CH3:16])=[O:13])[CH2:4][CH2:5]3)[CH2:7][CH2:8]2)=[CH:22][CH:23]=1. The yield is 0.830. (3) The reactants are [F:1][C:2]1[CH:9]=[CH:8][C:7]([C:10]2[CH:15]=[C:14]([NH:16][CH2:17][CH2:18][C:19]3[CH:24]=[CH:23][C:22]([O:25][CH3:26])=[CH:21][CH:20]=3)[N:13]=[C:12]([O:27][CH3:28])[N:11]=2)=[CH:6][C:3]=1[CH:4]=O.[CH3:29][O:30][CH2:31][CH2:32][NH2:33].C(O[BH-](OC(=O)C)OC(=O)C)(=O)C.[Na+].[ClH:48]. The catalyst is C(Cl)Cl.CCOC(C)=O. The product is [ClH:48].[F:1][C:2]1[CH:9]=[CH:8][C:7]([C:10]2[N:11]=[C:12]([O:27][CH3:28])[N:13]=[C:14]([NH:16][CH2:17][CH2:18][C:19]3[CH:20]=[CH:21][C:22]([O:25][CH3:26])=[CH:23][CH:24]=3)[CH:15]=2)=[CH:6][C:3]=1[CH2:4][NH:33][CH2:32][CH2:31][O:30][CH3:29]. The yield is 0.750.